This data is from Full USPTO retrosynthesis dataset with 1.9M reactions from patents (1976-2016). The task is: Predict the reactants needed to synthesize the given product. (1) Given the product [NH2:17][C@H:15]([C:12]1[CH:11]=[CH:10][C:9]([NH:8][C:6](=[O:7])[C:5]2[CH:25]=[CH:26][C:2]([Cl:1])=[N:3][CH:4]=2)=[CH:14][CH:13]=1)[CH3:16], predict the reactants needed to synthesize it. The reactants are: [Cl:1][C:2]1[CH:26]=[CH:25][C:5]([C:6]([NH:8][C:9]2[CH:14]=[CH:13][C:12]([C@@H:15]([NH:17]C(=O)OC(C)(C)C)[CH3:16])=[CH:11][CH:10]=2)=[O:7])=[CH:4][N:3]=1.C(O)(C(F)(F)F)=O. (2) Given the product [CH2:1]([O:3][C:4]1[CH:11]=[CH:10][C:7]([CH:8]=[N+:18]([CH:12]2[CH2:17][CH2:16][CH2:15][CH2:14][CH2:13]2)[O-:19])=[CH:6][CH:5]=1)[CH3:2], predict the reactants needed to synthesize it. The reactants are: [CH2:1]([O:3][C:4]1[CH:11]=[CH:10][C:7]([CH:8]=O)=[CH:6][CH:5]=1)[CH3:2].[CH:12]1([NH:18][OH:19])[CH2:17][CH2:16][CH2:15][CH2:14][CH2:13]1.C1(C)C=CC(S(O)(=O)=O)=CC=1. (3) Given the product [C:1]([N:8]1[C:16]2[C:11](=[CH:12][CH:13]=[C:14]([O:17][CH3:18])[CH:15]=2)[CH:10]=[C:9]1[C:26]1[CH:27]=[CH:28][C:29]([N:32]2[CH2:36][CH2:35][CH2:34][S:33]2(=[O:38])=[O:37])=[CH:30][CH:31]=1)([O:3][C:4]([CH3:7])([CH3:6])[CH3:5])=[O:2], predict the reactants needed to synthesize it. The reactants are: [C:1]([N:8]1[C:16]2[C:11](=[CH:12][CH:13]=[C:14]([O:17][C:18](F)(F)F)[CH:15]=2)[CH:10]=[C:9]1B(O)O)([O:3][C:4]([CH3:7])([CH3:6])[CH3:5])=[O:2].I[C:26]1[CH:31]=[CH:30][C:29]([N:32]2[CH2:36][CH2:35][CH2:34][S:33]2(=[O:38])=[O:37])=[CH:28][CH:27]=1.C([O-])([O-])=O.[K+].[K+]. (4) Given the product [CH3:10][O:9][C:7]1[CH:8]=[C:3]([O:2][CH3:1])[N:4]=[C:5]([N:11]2[C:20](=[O:21])[C:19]3[C:14](=[CH:15][C:16]([C:22]([N:27]([CH3:28])[CH3:26])=[O:23])=[CH:17][CH:18]=3)[NH:13][C:12]2=[S:25])[N:6]=1, predict the reactants needed to synthesize it. The reactants are: [CH3:1][O:2][C:3]1[CH:8]=[C:7]([O:9][CH3:10])[N:6]=[C:5]([N:11]2[C:20](=[O:21])[C:19]3[C:14](=[CH:15][C:16]([C:22](O)=[O:23])=[CH:17][CH:18]=3)[NH:13][C:12]2=[S:25])[N:4]=1.[CH3:26][N:27](C(ON1N=NC2C=CC=NC1=2)=[N+](C)C)[CH3:28].F[P-](F)(F)(F)(F)F.CCN(C(C)C)C(C)C.Cl.CNC. (5) Given the product [CH3:24][C:8]1[C:6]2[N:7]=[C:2]([C:35]3[CH:34]=[N:33][C:32]([NH2:31])=[N:37][CH:36]=3)[N:3]=[C:4]([N:25]3[CH2:30][CH2:29][O:28][CH2:27][CH2:26]3)[C:5]=2[S:10][C:9]=1[CH2:11][N:12]1[CH2:17][CH2:16][N:15]([S:18]([CH:21]2[CH2:23][CH2:22]2)(=[O:20])=[O:19])[CH2:14][CH2:13]1, predict the reactants needed to synthesize it. The reactants are: Cl[C:2]1[N:3]=[C:4]([N:25]2[CH2:30][CH2:29][O:28][CH2:27][CH2:26]2)[C:5]2[S:10][C:9]([CH2:11][N:12]3[CH2:17][CH2:16][N:15]([S:18]([CH:21]4[CH2:23][CH2:22]4)(=[O:20])=[O:19])[CH2:14][CH2:13]3)=[C:8]([CH3:24])[C:6]=2[N:7]=1.[NH2:31][C:32]1[N:37]=[CH:36][C:35](B(O)O)=[CH:34][N:33]=1.